Dataset: Full USPTO retrosynthesis dataset with 1.9M reactions from patents (1976-2016). Task: Predict the reactants needed to synthesize the given product. Given the product [Cl:10][C:11]1[CH:16]=[CH:15][C:14]([O:7][CH2:6][CH:5]([CH2:1][CH2:2][CH:3]=[CH2:4])[CH2:8][OH:9])=[CH:13][CH:12]=1, predict the reactants needed to synthesize it. The reactants are: [CH2:1]([CH:5]([CH2:8][OH:9])[CH2:6][OH:7])[CH2:2][CH:3]=[CH2:4].[Cl:10][C:11]1[CH:16]=[CH:15][C:14](O)=[CH:13][CH:12]=1.